Dataset: Catalyst prediction with 721,799 reactions and 888 catalyst types from USPTO. Task: Predict which catalyst facilitates the given reaction. (1) Reactant: [OH-].[Na+].C[O:4][C:5](=[O:25])[CH2:6][N:7]1[C:11]([CH2:12][CH3:13])=[C:10]([O:14][C:15]2[CH:20]=[C:19]([Cl:21])[CH:18]=[C:17]([Cl:22])[CH:16]=2)[C:9]([CH2:23][CH3:24])=[N:8]1. Product: [Cl:22][C:17]1[CH:16]=[C:15]([CH:20]=[C:19]([Cl:21])[CH:18]=1)[O:14][C:10]1[C:9]([CH2:23][CH3:24])=[N:8][N:7]([CH2:6][C:5]([OH:25])=[O:4])[C:11]=1[CH2:12][CH3:13]. The catalyst class is: 7. (2) Reactant: C(O[C:4]([C:6]1[N:10]2[CH:11]=[C:12]([Br:15])[CH:13]=[CH:14][C:9]2=[N:8][CH:7]=1)=[O:5])C.[CH3:16][N:17]([CH3:21])[CH2:18][CH2:19][NH2:20].ClCCl. Product: [CH3:16][N:17]([CH3:21])[CH2:18][CH2:19][NH:20][C:4]([C:6]1[N:10]2[CH:11]=[C:12]([Br:15])[CH:13]=[CH:14][C:9]2=[N:8][CH:7]=1)=[O:5]. The catalyst class is: 5.